From a dataset of Caco-2 cell permeability data measuring drug intestinal absorption for ~900 compounds. Regression/Classification. Given a drug SMILES string, predict its absorption, distribution, metabolism, or excretion properties. Task type varies by dataset: regression for continuous measurements (e.g., permeability, clearance, half-life) or binary classification for categorical outcomes (e.g., BBB penetration, CYP inhibition). For this dataset (caco2_wang), we predict Y. The compound is CC(C)(NC(=O)c1cc2ccccc2s1)C(=O)N[C@H](Cc1ccccc1)C(=O)NCCCN1CCOCC1. The Y is -5.33 log Papp (cm/s).